This data is from Forward reaction prediction with 1.9M reactions from USPTO patents (1976-2016). The task is: Predict the product of the given reaction. (1) Given the reactants [NH2:1][C:2]1[C:3]([N:23]2[CH2:28][CH2:27][N:26]([C:29]3[CH:34]=[CH:33][CH:32]=[CH:31][C:30]=3[CH3:35])[CH2:25][CH2:24]2)=[CH:4][C:5]([N:20]([CH3:22])[CH3:21])=[C:6]([CH:19]=1)[C:7]([NH:9][CH2:10][CH2:11][CH2:12][N:13]1[CH2:17][CH2:16][CH2:15][C:14]1=[O:18])=[O:8].[CH:36]1([C:39]2[O:40][CH:41]=[C:42]([C:44](O)=[O:45])[N:43]=2)[CH2:38][CH2:37]1.C(N(CC)C(C)C)(C)C.CN(C(ON1N=NC2C=CC=NC1=2)=[N+](C)C)C.F[P-](F)(F)(F)(F)F, predict the reaction product. The product is: [CH3:21][N:20]([CH3:22])[C:5]1[C:6]([C:7](=[O:8])[NH:9][CH2:10][CH2:11][CH2:12][N:13]2[CH2:17][CH2:16][CH2:15][C:14]2=[O:18])=[CH:19][C:2]([NH:1][C:44]([C:42]2[N:43]=[C:39]([CH:36]3[CH2:38][CH2:37]3)[O:40][CH:41]=2)=[O:45])=[C:3]([N:23]2[CH2:24][CH2:25][N:26]([C:29]3[CH:34]=[CH:33][CH:32]=[CH:31][C:30]=3[CH3:35])[CH2:27][CH2:28]2)[CH:4]=1. (2) Given the reactants [NH2:1][C:2]1[CH:10]=[C:9]2[C:5]([CH2:6][O:7][C:8]2=[C:11]2[C:19]3[C:14](=[CH:15][CH:16]=[CH:17][CH:18]=3)[NH:13][C:12]2=[O:20])=[CH:4][CH:3]=1.C(N(CC)C(C)C)(C)C.[Cl:30][CH2:31][CH2:32][CH2:33][C:34](Cl)=[O:35], predict the reaction product. The product is: [Cl:30][CH2:31][CH2:32][CH2:33][C:34]([NH:1][C:2]1[CH:10]=[C:9]2[C:5](=[CH:4][CH:3]=1)[CH2:6][O:7][C:8]2=[C:11]1[C:19]2[C:14](=[CH:15][CH:16]=[CH:17][CH:18]=2)[NH:13][C:12]1=[O:20])=[O:35]. (3) Given the reactants CCCCC(N([C@H](C(O)=O)C(C)C)[CH2:8][C:9]1[CH:10]=[CH:11][C:12]([C:15]2[CH:16]=[CH:17][CH:18]=[CH:19][C:20]=2[C:21]2[NH:22]N=NN=2)=[CH:13][CH:14]=1)=O.BrCC1C=CC(C2C=CC=CC=2C#N)=CC=1.C([O-])(=[O:51])C.[Na+], predict the reaction product. The product is: [C:21]([C:20]1[CH:19]=[CH:18][CH:17]=[CH:16][C:15]=1[C:12]1[CH:11]=[CH:10][C:9]([CH2:8][OH:51])=[CH:14][CH:13]=1)#[N:22].